Predict which catalyst facilitates the given reaction. From a dataset of Catalyst prediction with 721,799 reactions and 888 catalyst types from USPTO. (1) Reactant: C(O)=O.[OH:4][C:5]1[C:14]2[C:9](=[CH:10][CH:11]=[CH:12][CH:13]=2)[O:8][C:7](=[O:15])[CH:6]=1.[CH:16]([C:18]1[CH:35]=[CH:34][C:21]([C:22]([O:24][CH:25]([C:27]([F:33])([F:32])[C:28]([F:31])([F:30])[F:29])[CH3:26])=[O:23])=[CH:20][CH:19]=1)=O.C(N(CC)CC)C. Product: [OH:4][C:5]1[C:14]2[C:9](=[CH:10][CH:11]=[CH:12][CH:13]=2)[O:8][C:7](=[O:15])[C:6]=1[CH2:16][C:18]1[CH:19]=[CH:20][C:21]([C:22]([O:24][CH:25]([C:27]([F:32])([F:33])[C:28]([F:30])([F:31])[F:29])[CH3:26])=[O:23])=[CH:34][CH:35]=1. The catalyst class is: 13. (2) Reactant: FC(F)(F)S(O[C:7]1[N:11]([C:12]2[CH:17]=[CH:16][CH:15]=[C:14]([CH3:18])[N:13]=2)[N:10]=[C:9]([CH3:19])[C:8]=1[CH3:20])(=O)=O.P(O)(O)(O)=O.[S:28]1[C:36]2[CH:35]=[CH:34][N:33]=[CH:32][C:31]=2[CH:30]=[C:29]1B(O)O.[O-]P([O-])([O-])=O.[K+].[K+].[K+]. Product: [CH3:19][C:9]1[C:8]([CH3:20])=[C:7]([C:29]2[S:28][C:36]3[CH:35]=[CH:34][N:33]=[CH:32][C:31]=3[CH:30]=2)[N:11]([C:12]2[CH:17]=[CH:16][CH:15]=[C:14]([CH3:18])[N:13]=2)[N:10]=1. The catalyst class is: 294.